This data is from Reaction yield outcomes from USPTO patents with 853,638 reactions. The task is: Predict the reaction yield, written as a fraction of the theoretical maximum amount of product (1.0 means a 100% yield; for example, 0.34 means a 34% yield). (1) The reactants are [CH:1]1([C:4]2[CH:9]=[CH:8][N:7]=[C:6]([NH:10][C:11]3[CH:16]=[C:15]([C:17]4[S:21][CH:20]=[N:19][CH:18]=4)[CH:14]=[C:13]([CH3:22])[CH:12]=3)[N:5]=2)[CH2:3][CH2:2]1.[Li+].CC([N-]C(C)C)C.[C:31]1(=[N:35][S:36]([C:38]([CH3:41])([CH3:40])[CH3:39])=[O:37])[CH2:34][CH2:33][CH2:32]1. The catalyst is O1CCCC1. The product is [CH:1]1([C:4]2[CH:9]=[CH:8][N:7]=[C:6]([NH:10][C:11]3[CH:16]=[C:15]([C:17]4[S:21][C:20]([C:31]5([NH:35][S:36]([C:38]([CH3:41])([CH3:40])[CH3:39])=[O:37])[CH2:32][CH2:33][CH2:34]5)=[N:19][CH:18]=4)[CH:14]=[C:13]([CH3:22])[CH:12]=3)[N:5]=2)[CH2:3][CH2:2]1. The yield is 0.470. (2) The reactants are [N:1]1([C:7](=O)[CH2:8][C@@H:9]([NH:18][C:19]2[CH:24]=[CH:23][C:22]([S:25]([NH2:28])(=[O:27])=[O:26])=[CH:21][C:20]=2[S:29]([C:32]([F:35])([F:34])[F:33])(=[O:31])=[O:30])[CH2:10][S:11][C:12]2[CH:17]=[CH:16][CH:15]=[CH:14][CH:13]=2)[CH2:6][CH2:5][O:4][CH2:3][CH2:2]1.CO.Cl. The catalyst is O1CCCC1. The product is [N:1]1([CH2:7][CH2:8][C@@H:9]([NH:18][C:19]2[CH:24]=[CH:23][C:22]([S:25]([NH2:28])(=[O:26])=[O:27])=[CH:21][C:20]=2[S:29]([C:32]([F:33])([F:34])[F:35])(=[O:30])=[O:31])[CH2:10][S:11][C:12]2[CH:13]=[CH:14][CH:15]=[CH:16][CH:17]=2)[CH2:6][CH2:5][O:4][CH2:3][CH2:2]1. The yield is 0.760.